Dataset: Peptide-MHC class II binding affinity with 134,281 pairs from IEDB. Task: Regression. Given a peptide amino acid sequence and an MHC pseudo amino acid sequence, predict their binding affinity value. This is MHC class II binding data. The peptide sequence is GLLYTVKYPNLSDLD. The MHC is DRB1_0701 with pseudo-sequence DRB1_0701. The binding affinity (normalized) is 0.582.